Dataset: NCI-60 drug combinations with 297,098 pairs across 59 cell lines. Task: Regression. Given two drug SMILES strings and cell line genomic features, predict the synergy score measuring deviation from expected non-interaction effect. (1) Drug 1: CC12CCC3C(C1CCC2=O)CC(=C)C4=CC(=O)C=CC34C. Drug 2: CC1=C2C(C(=O)C3(C(CC4C(C3C(C(C2(C)C)(CC1OC(=O)C(C(C5=CC=CC=C5)NC(=O)C6=CC=CC=C6)O)O)OC(=O)C7=CC=CC=C7)(CO4)OC(=O)C)O)C)OC(=O)C. Cell line: SK-MEL-5. Synergy scores: CSS=35.6, Synergy_ZIP=-0.942, Synergy_Bliss=-1.00, Synergy_Loewe=-11.2, Synergy_HSA=1.61. (2) Cell line: UO-31. Drug 1: CN1CCC(CC1)COC2=C(C=C3C(=C2)N=CN=C3NC4=C(C=C(C=C4)Br)F)OC. Synergy scores: CSS=32.1, Synergy_ZIP=-9.53, Synergy_Bliss=-7.20, Synergy_Loewe=-4.44, Synergy_HSA=-3.94. Drug 2: CS(=O)(=O)C1=CC(=C(C=C1)C(=O)NC2=CC(=C(C=C2)Cl)C3=CC=CC=N3)Cl. (3) Drug 1: C1=CC(=CC=C1CCCC(=O)O)N(CCCl)CCCl. Drug 2: CS(=O)(=O)CCNCC1=CC=C(O1)C2=CC3=C(C=C2)N=CN=C3NC4=CC(=C(C=C4)OCC5=CC(=CC=C5)F)Cl. Cell line: OVCAR-5. Synergy scores: CSS=13.8, Synergy_ZIP=-6.36, Synergy_Bliss=2.23, Synergy_Loewe=-0.456, Synergy_HSA=2.16.